This data is from Experimentally validated miRNA-target interactions with 360,000+ pairs, plus equal number of negative samples. The task is: Binary Classification. Given a miRNA mature sequence and a target amino acid sequence, predict their likelihood of interaction. (1) The miRNA is hsa-miR-548ac with sequence CAAAAACCGGCAAUUACUUUUG. The protein sequence of the target gene is MWGASRGRVAGPTLLGLLLALSVRSGGASKASAGLVTCGSVLKLLNTHHKVRLHSHDIKYGSGSGQQSVTGVEESDDANSYWRIRGGSEGGCPRGLPVRCGQAVRLTHVLTGKNLHTHHFPSPLSNNQEVSAFGEDGEGDDLDLWTVRCSGQHWEREASVRFQHVGTSVFLSVTGEQYGNPIRGQHEVHGMPSANAHNTWKAMEGIFIKPGADLSTGHDEL. Result: 0 (no interaction). (2) The miRNA is mmu-miR-1839-3p with sequence AGACCUACUUAUCUACCAACAGC. The protein sequence of the target gene is MQPESGANGTVIAEFILLGLLEAPGLQPVVFVLFLFAYLVTVRGNLSILAAVLVEPKLHTPMYFFLGNLSVLDVGCISVTVPSMLSRLLSRKRAVPCGACLTQLFFFHLFVGVDCFLLTAMAYDRFLAICRPLTYSTRMSQTVQRMLVAASWACAFTNALTHTVAMSTLNFCGPNVINHFYCDLPQLFQLSCSSTQLNELLLFAVGFIMAGTPMALIVISYIHVAAAVLRIRSVEGRKKAFSTCGSHLTVVAIFYGSGIFNYMRLGSTKLSDKDKAVGIFNTVINPMLNPIIYSFRNPDV.... Result: 0 (no interaction). (3) The miRNA is hsa-miR-4763-3p with sequence AGGCAGGGGCUGGUGCUGGGCGGG. The protein sequence of the target gene is MASLDLPYRCPRCGEHKRFRSLSSLRAHLEYSHTYETLYILSKTNSICDGAAAAAAAAAAASGFPLAPEPAALLAVPGARREVFESTSFQGKEQAAGPSPAAPHLLHHHHHHAPLAHFPGDLVPASLPCEELAEPGLVPAAAARYALREIEIPLGELFARKSVASSACSTPPPGPGPGPCPGPASASPASPSPADVAYEEGLARLKIRALEKLEVDRRLERLSEEVEQKIAGQVGRLQAELERKAAELETARQESARLGREKEELEERASELSRQVDVSVELLASLKQDLVHKEQELSRK.... Result: 1 (interaction). (4) The miRNA is mmu-miR-5130 with sequence CUGGAGCGCGCGGGCGAGGCAGGC. The protein sequence of the target gene is MVAPVWYLVAAALLVGFILFLTRSRGRAASAGQEPLHNEELAGAGRVAQPGPLEPEEPRAGGRPRRRRDLGSRLQAQRRAQRVAWAEADENEEEAVILAQEEEGVEKPAETHLSGKIGAKKLRKLEEKQARKAQREAEEAEREERKRLESQREAEWKKEEERLRLEEEQKEEEERKAREEQAQREHEEYLKLKEAFVVEEEGVGETMTEEQSQSFLTEFINYIKQSKVVLLEDLASQVGLRTQDTINRIQDLLAEGTITGVIDDRGKFIYITPEELAAVANFIRQRGRVSIAELAQASNS.... Result: 0 (no interaction). (5) The protein sequence of the target gene is MMEEIDRFQDPAAASISDRDCDAREEKQRELARKGSLKNGSMGSPVNQQPKKNNVMARTRLVVPNKGYSSLDQSPDEKPLVALDTDSDDDFDMSRYSSSGYSSAEQINQDLNIQLLKDGYRLDEIPDDEDLDLIPPKSVNPTCMCCQATSSTACHIQ. Result: 1 (interaction). The miRNA is mmu-miR-149-5p with sequence UCUGGCUCCGUGUCUUCACUCCC. (6) The miRNA is hsa-miR-532-3p with sequence CCUCCCACACCCAAGGCUUGCA. The protein sequence of the target gene is MPNPRPAKPMAPSLALGPSPGVLPSWKTAPKGSELLGTRGSGGPFQGRDLRSGAHTSSSLNPLPPSQLQLPTVPLVMVAPSGARLGPSPHLQALLQDRPHFMHQLSTVDAHAQTPVLQVRPLDNPAMISLPPPSAATGVFSLKARPGLPPGINVASLEWVSREPALLCTFPRSGTPRKDSNLLAAPQGSYPLLANGVCKWPGCEKVFEEPEEFLKHCQADHLLDEKGKAQCLLQREVVQSLEQQLELEKEKLGAMQAHLAGKMALAKAPSVASMDKSSCCIVATSTQGSVLPAWSAPREA.... Result: 0 (no interaction).